This data is from Cav3 T-type calcium channel HTS with 100,875 compounds. The task is: Binary Classification. Given a drug SMILES string, predict its activity (active/inactive) in a high-throughput screening assay against a specified biological target. (1) The drug is O=C1C2C3C(C(C1)c1c2cccc1)C(=O)N(C3=O)c1ccc(cc1)C. The result is 0 (inactive). (2) The molecule is O=C(NC12CC3CC(C1)CC(C2)C3)C1N(CCC1)C(=O)Nc1c(OC)cccc1. The result is 0 (inactive). (3) The compound is O=C(Nc1c(OC)ccc(OC)c1)CCN1CCN(CC1)c1ccccc1. The result is 0 (inactive). (4) The drug is O=C(N1CCN(CC1)c1nc(N2CCN(CC2)C(=O)C(n2nnc(C(N)CC(C)C)c2)CCC(O)=O)nc(n1)NCCOCCOCCOCC#C)C(n1nnc(c1)C(N)CC(C)C)C(CC)C. The result is 0 (inactive).